This data is from Full USPTO retrosynthesis dataset with 1.9M reactions from patents (1976-2016). The task is: Predict the reactants needed to synthesize the given product. (1) The reactants are: Cl[C:2]1[N:9]=[C:8]([Cl:10])[CH:7]=[CH:6][C:3]=1[CH:4]=[O:5].[CH3:11][O-:12].[Na+]. Given the product [Cl:10][C:8]1[CH:7]=[CH:6][C:3]([CH:4]=[O:5])=[C:2]([O:12][CH3:11])[N:9]=1, predict the reactants needed to synthesize it. (2) The reactants are: [C:1]1(=[O:6])[CH2:5][CH2:4][CH2:3][CH2:2]1.Cl[CH2:8][CH2:9][CH2:10][CH2:11][CH2:12][CH:13]1[CH2:22][CH:21]2[CH2:23][CH:14]1[CH:15]1[CH:20]2[CH:19]2[CH2:24][CH:16]1[CH:17]=[CH:18]2. Given the product [CH:15]12[CH:16]3[CH2:24][CH:19]([CH:18]=[CH:17]3)[CH:20]1[CH:21]1[CH2:23][CH:14]2[CH:13]([CH2:12][CH2:11][CH2:10][CH2:9][CH2:8][C:1]2([OH:6])[CH2:5][CH2:4][CH2:3][CH2:2]2)[CH2:22]1, predict the reactants needed to synthesize it. (3) Given the product [Cl:1][C:2]1[CH:18]=[CH:17][C:5]2[CH2:6][CH2:7][N:8]([C:11](=[O:16])[C:12]([F:14])([F:15])[F:13])[CH2:9][CH2:10][C:4]=2[C:3]=1[NH:77][CH2:76][C:75]1[CH:78]=[CH:79][C:80]([F:82])=[CH:81][C:74]=1[F:73], predict the reactants needed to synthesize it. The reactants are: [Cl:1][C:2]1[CH:18]=[CH:17][C:5]2[CH2:6][CH2:7][N:8]([C:11](=[O:16])[C:12]([F:15])([F:14])[F:13])[CH2:9][CH2:10][C:4]=2[C:3]=1OS(C(F)(F)F)(=O)=O.C1C=CC(P(C2C(C3C(P(C4C=CC=CC=4)C4C=CC=CC=4)=CC=C4C=3C=CC=C4)=C3C(C=CC=C3)=CC=2)C2C=CC=CC=2)=CC=1.[F:73][C:74]1[CH:81]=[C:80]([F:82])[CH:79]=[CH:78][C:75]=1[CH2:76][NH2:77].C(=O)([O-])[O-].[Cs+].[Cs+]. (4) Given the product [Cl:1][C:2]1[C:7]([Cl:8])=[CH:6][CH:5]=[CH:4][C:3]=1[S:9]([NH:32][C:29]1[CH:28]=[CH:27][C:26]([C:25]2[C:20]3[C:21](=[N:22][C:17]([S:14]([CH3:13])(=[O:16])=[O:15])=[N:18][CH:19]=3)[N:23]([CH3:33])[N:24]=2)=[CH:31][CH:30]=1)(=[O:11])=[O:10], predict the reactants needed to synthesize it. The reactants are: [Cl:1][C:2]1[C:7]([Cl:8])=[CH:6][CH:5]=[CH:4][C:3]=1[S:9](Cl)(=[O:11])=[O:10].[CH3:13][S:14]([C:17]1[N:22]=[C:21]2[N:23]([CH3:33])[N:24]=[C:25]([C:26]3[CH:31]=[CH:30][C:29]([NH2:32])=[CH:28][CH:27]=3)[C:20]2=[CH:19][N:18]=1)(=[O:16])=[O:15].CCN(C(C)C)C(C)C. (5) Given the product [CH3:55][O:56][C:29](=[O:43])[NH:31][CH2:34][CH2:17][CH:14]1[S:13][C:12]([C:9]2[NH:10][C:11]3[C:7]([CH:8]=2)=[CH:6][CH:5]=[CH:4][C:3]=3[N:2]([CH3:1])[S:21]([C:24]2[S:25][CH:26]=[CH:27][CH:28]=2)(=[O:22])=[O:23])=[N:16][CH2:15]1, predict the reactants needed to synthesize it. The reactants are: [CH3:1][N:2]([S:21]([C:24]1[S:25][CH:26]=[CH:27][CH:28]=1)(=[O:23])=[O:22])[C:3]1[CH:4]=[CH:5][CH:6]=[C:7]2[C:11]=1[NH:10][C:9]([C:12]1[S:13][CH:14]([CH2:17]C(O)=O)[CH2:15][N:16]=1)=[CH:8]2.[CH2:29]([N:31]([CH2:34]C)CC)C.C1(P(N=[N+]=[N-])(C2C=CC=CC=2)=[O:43])C=CC=CC=1.CN(C)[CH:55]=[O:56]. (6) Given the product [F:1][C:2]1[CH:7]=[CH:6][C:5]([CH2:8][C:9]2[CH:18]=[C:17]3[C:12]([C:13]([OH:26])=[C:14]([C:21]([NH:27][C:28]4([CH2:33][OH:34])[CH2:32][CH2:31][CH2:30][CH2:29]4)=[O:22])[C:15](=[O:20])[N:16]3[CH3:19])=[N:11][CH:10]=2)=[CH:4][CH:3]=1, predict the reactants needed to synthesize it. The reactants are: [F:1][C:2]1[CH:7]=[CH:6][C:5]([CH2:8][C:9]2[CH:18]=[C:17]3[C:12]([C:13]([OH:26])=[C:14]([C:21](OCC)=[O:22])[C:15](=[O:20])[N:16]3[CH3:19])=[N:11][CH:10]=2)=[CH:4][CH:3]=1.[NH2:27][C:28]1([CH2:33][OH:34])[CH2:32][CH2:31][CH2:30][CH2:29]1. (7) Given the product [Cl:65][C:66]1[C:74]([Cl:75])=[CH:73][CH:72]=[CH:71][C:67]=1[C:47]([N:44]1[CH2:45][CH2:46][C:40]2[C:39]([C:54]3[NH:58][N:57]=[CH:56][C:55]=3[F:9])=[N:38][C:37]([CH3:36])=[N:42][C:41]=2[CH2:43]1)=[O:49], predict the reactants needed to synthesize it. The reactants are: ClC1C(C(F)(F)[F:9])=CC=CC=1C(N1CCC2C(C3N(C4CCCCO4)N=CC=3)=NC(C)=NC=2C1)=O.[CH3:36][C:37]1[N:38]=[C:39]([C:54]2[N:58](C3CCCCO3)[N:57]=[CH:56][CH:55]=2)[C:40]2[CH2:46][CH2:45][N:44]([C:47]([O:49]C(C)(C)C)=O)[CH2:43][C:41]=2[N:42]=1.[Cl:65][C:66]1[C:74]([Cl:75])=[CH:73][CH:72]=[CH:71][C:67]=1C(O)=O.ClC1C(C(F)(F)F)=CC=CC=1C(O)=O. (8) Given the product [Cl:1][C:2]1[C:7]([NH:8][C:9](=[O:12])[CH2:10][N:27]2[CH2:28][CH2:29][N:24]([CH2:23][CH2:22][OH:21])[CH2:25][CH2:26]2)=[C:6]([Cl:13])[CH:5]=[C:4]([CH3:14])[N:3]=1, predict the reactants needed to synthesize it. The reactants are: [Cl:1][C:2]1[C:7]([NH:8][C:9](=[O:12])[CH2:10]Br)=[C:6]([Cl:13])[CH:5]=[C:4]([CH3:14])[N:3]=1.C(=O)([O-])[O-].[K+].[K+].[OH:21][CH2:22][CH2:23][N:24]1[CH2:29][CH2:28][NH:27][CH2:26][CH2:25]1. (9) Given the product [OH:67][C:64]1[CH:65]=[CH:66][C:61]([CH2:60][C:41]2[CH:40]=[CH:39][C:38]([OH:37])=[CH:59][C:42]=2[O:43][C:44]2[CH:58]=[CH:57][C:47]([O:48][CH2:49][CH2:50][N:51]3[CH2:52][CH2:53][CH2:54][CH2:55][CH2:56]3)=[CH:46][CH:45]=2)=[CH:62][CH:63]=1, predict the reactants needed to synthesize it. The reactants are: COC1C=CC(CC2C=CC(OC)=CC=2)=C(C=1)OC1C=CC(O)=CC=1.Cl.ClCCN1CCCCC1.C[O:37][C:38]1[CH:39]=[CH:40][C:41]([CH2:60][C:61]2[CH:66]=[CH:65][C:64]([O:67]C)=[CH:63][CH:62]=2)=[C:42]([CH:59]=1)[O:43][C:44]1[CH:58]=[CH:57][C:47]([O:48][CH2:49][CH2:50][N:51]2[CH2:56][CH2:55][CH2:54][CH2:53][CH2:52]2)=[CH:46][CH:45]=1.